Dataset: Forward reaction prediction with 1.9M reactions from USPTO patents (1976-2016). Task: Predict the product of the given reaction. (1) Given the reactants [CH3:1][Si](C=[N+]=[N-])(C)C.[C:8]([SiH2:12][O:13][C:14]([C:30]1[CH:35]=[CH:34][CH:33]=[CH:32][CH:31]=1)([C:24]1[CH:29]=[CH:28][CH:27]=[CH:26][CH:25]=1)[CH:15]([CH:22]=[CH2:23])[C:16]([CH3:21])([CH3:20])[C:17]([OH:19])=[O:18])([CH3:11])([CH3:10])[CH3:9].C(O)(=O)C, predict the reaction product. The product is: [CH3:1][O:18][C:17](=[O:19])[C:16]([CH3:21])([CH3:20])[CH:15]([C:14]([C:24]1[CH:29]=[CH:28][CH:27]=[CH:26][CH:25]=1)([C:30]1[CH:35]=[CH:34][CH:33]=[CH:32][CH:31]=1)[O:13][SiH2:12][C:8]([CH3:9])([CH3:10])[CH3:11])[CH:22]=[CH2:23]. (2) Given the reactants [CH3:1][C:2]1([CH3:10])[CH2:7][CH2:6][O:5][S:4](=[O:9])(=[O:8])[NH:3]1.[CH2:11](Br)[CH:12]=[CH2:13].[OH-].[Na+].CCOCC, predict the reaction product. The product is: [CH2:13]([N:3]1[C:2]([CH3:10])([CH3:1])[CH2:7][CH2:6][O:5][S:4]1(=[O:9])=[O:8])[CH:12]=[CH2:11].